This data is from Reaction yield outcomes from USPTO patents with 853,638 reactions. The task is: Predict the reaction yield, written as a fraction of the theoretical maximum amount of product (1.0 means a 100% yield; for example, 0.34 means a 34% yield). (1) The yield is 0.840. The product is [F:1][C:2]1[CH:3]=[CH:4][C:5]2[N:9]=[C:8]([C@@H:10]([N:12]([CH3:13])[C:22]3[N:30]=[CH:29][N:28]=[C:27]4[C:23]=3[N:24]=[CH:25][NH:26]4)[CH3:11])[N:7]([C:14]3[CH:15]=[CH:16][CH:17]=[CH:18][CH:19]=3)[C:6]=2[CH:20]=1. The catalyst is C(O)CCC. The reactants are [F:1][C:2]1[CH:3]=[CH:4][C:5]2[N:9]=[C:8]([C@@H:10]([NH:12][CH3:13])[CH3:11])[N:7]([C:14]3[CH:19]=[CH:18][CH:17]=[CH:16][CH:15]=3)[C:6]=2[CH:20]=1.Cl[C:22]1[N:30]=[CH:29][N:28]=[C:27]2[C:23]=1[N:24]=[CH:25][N:26]2C1CCCCO1.CCN(C(C)C)C(C)C. (2) The reactants are [C:1]1(B(O)O)[CH:6]=[CH:5][CH:4]=[CH:3][CH:2]=1.Cl[C:11]1[CH:17]=[CH:16][CH:15]=[CH:14][C:12]=1[NH2:13].C1(P(C2CCCCC2)C2CCCCC2)CCCCC1.P([O-])([O-])([O-])=O.[K+].[K+].[K+].O. The catalyst is C1CC=CCCC=C1.C1CC=CCCC=C1.[Ni].O1CCOCC1. The product is [NH2:13][C:12]1[CH:14]=[CH:15][CH:16]=[CH:17][C:11]=1[C:1]1[CH:6]=[CH:5][CH:4]=[CH:3][CH:2]=1. The yield is 0.810. (3) The reactants are [CH3:1][NH:2][C:3]1[CH2:7][S:6][C:5](=[O:8])[N:4]=1.CC(C)([O-])C.[K+].[F:15][C:16]([F:41])([F:40])[C:17]1[CH:35]=[C:34]([C:36]([F:39])([F:38])[F:37])[CH:33]=[CH:32][C:18]=1[CH2:19][O:20][C:21]1[C:28]([O:29][CH3:30])=[CH:27][C:24]([CH:25]=O)=[C:23]([Br:31])[CH:22]=1.[Cl-].[NH4+]. The catalyst is C(O)C. The product is [F:40][C:16]([F:15])([F:41])[C:17]1[CH:35]=[C:34]([C:36]([F:38])([F:39])[F:37])[CH:33]=[CH:32][C:18]=1[CH2:19][O:20][C:21]1[C:28]([O:29][CH3:30])=[CH:27][C:24](/[CH:25]=[C:7]2/[C:3]([NH:2][CH3:1])=[N:4][C:5](=[O:8])[S:6]/2)=[C:23]([Br:31])[CH:22]=1. The yield is 0.900.